Predict the product of the given reaction. From a dataset of Forward reaction prediction with 1.9M reactions from USPTO patents (1976-2016). (1) Given the reactants C(=O)([O-])[O-].[Cs+].[Cs+].C1C=CC(P(C2C(C3C(P(C4C=CC=CC=4)C4C=CC=CC=4)=CC=C4C=3C=CC=C4)=C3C(C=CC=C3)=CC=2)C2C=CC=CC=2)=CC=1.[C:53]1([CH2:59][CH2:60][CH2:61][NH:62][C:63]([C:65]2[N:70]=[CH:69][C:68](OS(C(F)(F)F)(=O)=O)=[CH:67][CH:66]=2)=[O:64])[CH:58]=[CH:57][CH:56]=[CH:55][CH:54]=1.[N:79]1([C:85]([C:87]2[CH:92]=[CH:91][CH:90]=[CH:89][C:88]=2[C:93]([F:96])([F:95])[F:94])=[O:86])[CH2:84][CH2:83][NH:82][CH2:81][CH2:80]1, predict the reaction product. The product is: [C:53]1([CH2:59][CH2:60][CH2:61][NH:62][C:63]([C:65]2[CH:66]=[CH:67][C:68]([N:82]3[CH2:83][CH2:84][N:79]([C:85](=[O:86])[C:87]4[CH:92]=[CH:91][CH:90]=[CH:89][C:88]=4[C:93]([F:96])([F:94])[F:95])[CH2:80][CH2:81]3)=[CH:69][N:70]=2)=[O:64])[CH:54]=[CH:55][CH:56]=[CH:57][CH:58]=1. (2) Given the reactants [Cl:1][C:2]1[CH:3]=[C:4]([C:8]2[CH:29]=[C:11]3[N:12]=[C:13]([CH3:28])[C:14]([C@H:22]([OH:27])[C:23]([O:25][CH3:26])=[O:24])=[C:15]([CH:16]4[CH2:21][CH2:20][CH2:19][CH2:18][CH2:17]4)[N:10]3[N:9]=2)[CH:5]=[CH:6][CH:7]=1.C(O[C:34]([CH3:37])([CH3:36])[CH3:35])(=O)C.Cl(O)(=O)(=O)=O, predict the reaction product. The product is: [C:34]([O:27][C@@H:22]([C:14]1[C:13]([CH3:28])=[N:12][C:11]2[N:10]([N:9]=[C:8]([C:4]3[CH:5]=[CH:6][CH:7]=[C:2]([Cl:1])[CH:3]=3)[CH:29]=2)[C:15]=1[CH:16]1[CH2:17][CH2:18][CH2:19][CH2:20][CH2:21]1)[C:23]([O:25][CH3:26])=[O:24])([CH3:37])([CH3:36])[CH3:35]. (3) Given the reactants Br[CH2:2][CH2:3][S:4][C:5]1[S:6][CH:7]=[CH:8][CH:9]=1.[CH3:10][O:11][C:12]1[CH:13]=[C:14]2[C:23](=[CH:24][CH:25]=1)[N:22]=[CH:21][C:20]1[O:19][CH2:18][CH:17]([N:26]3[CH:30]=[C:29]([NH2:31])[CH:28]=[N:27]3)[CH2:16][C:15]2=1.C(N(CC)CC)C, predict the reaction product. The product is: [CH3:10][O:11][C:12]1[CH:13]=[C:14]2[C:23](=[CH:24][CH:25]=1)[N:22]=[CH:21][C:20]1[O:19][CH2:18][CH:17]([N:26]3[CH:30]=[C:29]([NH:31][CH2:2][CH2:3][S:4][C:5]4[S:6][CH:7]=[CH:8][CH:9]=4)[CH:28]=[N:27]3)[CH2:16][C:15]2=1. (4) Given the reactants [N:1]1([C:7]([N:9]2[CH2:14][CH:13]([C:15]3[CH:20]=[CH:19][C:18]([O:21][C:22]([F:25])([F:24])[F:23])=[CH:17][CH:16]=3)[CH2:12][CH:11]([C:26](O)=[O:27])[CH2:10]2)=[O:8])[CH2:6][CH2:5][O:4][CH2:3][CH2:2]1.[F:29][C:30]1[CH:35]=[CH:34][CH:33]=[CH:32][C:31]=1[C:36](=[NH:39])[NH:37]O, predict the reaction product. The product is: [F:29][C:30]1[CH:35]=[CH:34][CH:33]=[CH:32][C:31]=1[C:36]1[N:39]=[C:26]([CH:11]2[CH2:12][CH:13]([C:15]3[CH:20]=[CH:19][C:18]([O:21][C:22]([F:23])([F:25])[F:24])=[CH:17][CH:16]=3)[CH2:14][N:9]([C:7]([N:1]3[CH2:2][CH2:3][O:4][CH2:5][CH2:6]3)=[O:8])[CH2:10]2)[O:27][N:37]=1. (5) Given the reactants [OH:1][CH:2]([CH3:5])[CH2:3][OH:4].C(N(CC)CC)C.[N+:13]([C:16]1[CH:24]=[CH:23][C:19]([C:20](Cl)=[O:21])=[CH:18][CH:17]=1)([O-:15])=[O:14].ClCCl, predict the reaction product. The product is: [N+:13]([C:16]1[CH:17]=[CH:18][C:19]([C:20]([O:4][CH2:3][CH:2]([OH:1])[CH3:5])=[O:21])=[CH:23][CH:24]=1)([O-:15])=[O:14]. (6) Given the reactants [C:1]([O:5][C:6]([CH3:9])([CH3:8])[CH3:7])(=[O:4])[NH:2][NH2:3].[CH:10](=O)[C:11]1[CH:16]=[CH:15][CH:14]=[CH:13][CH:12]=1, predict the reaction product. The product is: [C:11]1([CH:10]=[N:3][NH:2][C:1]([O:5][C:6]([CH3:9])([CH3:8])[CH3:7])=[O:4])[CH:16]=[CH:15][CH:14]=[CH:13][CH:12]=1. (7) Given the reactants [C:1]([O:5][C:6]([N:8]1[CH2:12][C@@H:11]([O:13][C:14]2[CH:23]=[CH:22][C:21]3[C:16](=[CH:17][CH:18]=[CH:19][CH:20]=3)[CH:15]=2)[CH2:10][C@H:9]1[C:24](O)=[O:25])=[O:7])([CH3:4])([CH3:3])[CH3:2].CSC, predict the reaction product. The product is: [C:1]([O:5][C:6]([N:8]1[CH2:12][C@@H:11]([O:13][C:14]2[CH:23]=[CH:22][C:21]3[C:16](=[CH:17][CH:18]=[CH:19][CH:20]=3)[CH:15]=2)[CH2:10][C@H:9]1[CH2:24][OH:25])=[O:7])([CH3:4])([CH3:3])[CH3:2].